Dataset: Peptide-MHC class I binding affinity with 185,985 pairs from IEDB/IMGT. Task: Regression. Given a peptide amino acid sequence and an MHC pseudo amino acid sequence, predict their binding affinity value. This is MHC class I binding data. (1) The peptide sequence is MLTFDVFRPL. The MHC is HLA-A02:01 with pseudo-sequence HLA-A02:01. The binding affinity (normalized) is 0.738. (2) The binding affinity (normalized) is 0.0847. The peptide sequence is LTDAFHGYH. The MHC is HLA-B07:02 with pseudo-sequence HLA-B07:02. (3) The peptide sequence is YPKFHRSAM. The MHC is HLA-B48:01 with pseudo-sequence HLA-B48:01. The binding affinity (normalized) is 0.0847. (4) The peptide sequence is YTGDFDSVI. The MHC is HLA-A30:02 with pseudo-sequence HLA-A30:02. The binding affinity (normalized) is 0. (5) The peptide sequence is HSRRSRRSL. The MHC is HLA-B08:01 with pseudo-sequence HLA-B08:01. The binding affinity (normalized) is 0.505. (6) The MHC is HLA-A02:01 with pseudo-sequence HLA-A02:01. The binding affinity (normalized) is 0.907. The peptide sequence is KMNNDVFFM. (7) The peptide sequence is LLLLNTRQLK. The MHC is HLA-A31:01 with pseudo-sequence HLA-A31:01. The binding affinity (normalized) is 0.456. (8) The peptide sequence is IRFPKTFGY. The MHC is HLA-A23:01 with pseudo-sequence HLA-A23:01. The binding affinity (normalized) is 0. (9) The peptide sequence is DTPGGYCL. The MHC is H-2-Db with pseudo-sequence H-2-Db. The binding affinity (normalized) is 0.